This data is from Forward reaction prediction with 1.9M reactions from USPTO patents (1976-2016). The task is: Predict the product of the given reaction. (1) Given the reactants [CH2:1]([O:8][N:9]1[C:18](=[O:19])[C:17]2[C:12](=[CH:13][C:14]([F:21])=[C:15]([F:20])[CH:16]=2)[NH:11][C:10]1=[O:22])[C:2]1[CH:7]=[CH:6][CH:5]=[CH:4][CH:3]=1.[H-].[Na+].[CH2:25](I)[CH3:26], predict the reaction product. The product is: [CH2:1]([O:8][N:9]1[C:18](=[O:19])[C:17]2[C:12](=[CH:13][C:14]([F:21])=[C:15]([F:20])[CH:16]=2)[N:11]([CH2:25][CH3:26])[C:10]1=[O:22])[C:2]1[CH:7]=[CH:6][CH:5]=[CH:4][CH:3]=1. (2) The product is: [C:10]([C:7]1[N:8]=[CH:9][C:4]([N:1]2[C:13](=[O:32])[C:15]3([CH2:18][CH2:17][CH2:16]3)[N:19]([C:20]3[CH:29]=[CH:28][C:23]([C:24]([NH:26][CH3:27])=[O:25])=[C:22]([F:30])[CH:21]=3)[C:2]2=[S:3])=[CH:5][C:6]=1[CH3:12])#[N:11]. Given the reactants [N:1]([C:4]1[CH:5]=[C:6]([CH3:12])[C:7]([C:10]#[N:11])=[N:8][CH:9]=1)=[C:2]=[S:3].[C:13]([C:15]1([NH:19][C:20]2[CH:29]=[CH:28][C:23]([C:24]([NH:26][CH3:27])=[O:25])=[C:22]([F:30])[CH:21]=2)[CH2:18][CH2:17][CH2:16]1)#N.C[OH:32].Cl, predict the reaction product.